From a dataset of Experimentally validated miRNA-target interactions with 360,000+ pairs, plus equal number of negative samples. Binary Classification. Given a miRNA mature sequence and a target amino acid sequence, predict their likelihood of interaction. (1) The miRNA is mmu-miR-1952 with sequence UCUCCACCCUCCUUCUG. The protein sequence of the target gene is MMRRSPSGLKSPRVSQGRKPRDPESLLFLRCCLGSEPHNLSSLLSPEAGQEPLPKLLPQPLAGHAAWGIHGVPTSLLLAGECWGQGMAVPADPPPASPYRTSPRPPPGPLPRYRPQQHLLLPLGRLHALCPGCPLQQSLQFERGTLSAPRLWSWMKLETIILSKLSQGQKTKHRMFSLISES. Result: 0 (no interaction). (2) The miRNA is mmu-miR-5129-5p with sequence AUGUGGGGGCAUUGGUAUUUUC. The protein sequence of the target gene is MLRRPAPALAPAVRLLLAGLLCGGGVWAARVNKHKPWLEPTYHGIVTENDNTVLLDPPLIALDKDSPLRFAESFEVTVTKEGEICGFKIHGQNVPFDAVVVDKSTGEGIIRSKEKLDCELQKDYTFTIQAYDCGKGPDGTGVKKSHKATVHIQVNDVNEYAPVFKEKSYKAAVVEGKQHSSILRVEAVDADCSPQFSQICSYEILTPDVPFTVDKDGYIKNTEKLNYGKEHQYKLTVTAYDCGKKRATEDVLVKISVKPTCSPGWQGWSSRIEYEPGTGALAVFPSIHLETCDEPVASVQ.... Result: 0 (no interaction). (3) The miRNA is hsa-miR-4693-5p with sequence AUACUGUGAAUUUCACUGUCACA. The protein sequence of the target gene is MSGRRCAGGGAACASAGAEAVEPSARELFEACRNGDVERVKRLVTPEKVNSRDTAGRKSTPLHFAAGFGRKDVVEYLLQNGANVQARDDGGLIPLHNACSFGHAEVVNLLLQHGADPNARDNWNYTPLHEAAIKGKIDVCIVLLQHGAEPTIRNTDGRTALDLADPSAKAVLTGDYKKDELLESARSGNEEKMMALLTPLNVNCHASDGRKSTPLHLAAGYNRVKIVQLLLHHGADVHAKDKGDLVPLHNACSYGHYEVTELLVKHGACVNAMDLWQFTPLHEAASKNRIEVCSLLLSYG.... Result: 0 (no interaction). (4) The miRNA is mmu-miR-23b-3p with sequence AUCACAUUGCCAGGGAUUACC. The protein sequence of the target gene is MLWIWAVLPLVLAGSQLRVHTQGTNSISESLKLRRRVRETDKNCSEGLYQGGPFCCQPCQPGKKKVEDCKMNGGTPTCAPCTEGKEYMDKNHYADKCRRCTLCDEEHGLEVETNCTLTQNTKCKCKPDFYCDSPGCEHCVRCASCEHGTLEPCTATSNTNCRKQSPRNRLWLLTILVLLIPLVFIYRKYRKRKCWKRRQDDPESRTSSRETIPMNASNLSLSKYIPRIAEDMTIQEAKKFARENNIKEGKIDEIMHDSIQDTAEQKVQLLLCWYQSHGKSDAYQDLIKGLKKAECRRTLD.... Result: 1 (interaction). (5) The miRNA is hsa-miR-378i with sequence ACUGGACUAGGAGUCAGAAGG. The protein sequence of the target gene is MDSQKYCFKENENVTVDKACFLISNITIGPESINLQQEALQRIISTLANKNDEIQNFIDTLHHTLKGVQENSSNILSELDEEFDSLYSILDEVKESMINCIKQEQARKSQELQSQISQCNNALENSEELLEFATRSLDIKEPEEFSKAARQIKDRVTMASAFRLSLKPKVSDNMTHLMVDFSQERQMLQTLKFLPVPKAPEIDPVECLVADNSVTVAWRMPEEDNKIDHFILEHRKTNFDGLPRVKDERCWEIIDNIKGTEYTLSGLKFDSKYMNFRVRACNKAVAGEYSDPVTLETKAL.... Result: 0 (no interaction).